The task is: Predict the product of the given reaction.. This data is from Forward reaction prediction with 1.9M reactions from USPTO patents (1976-2016). (1) Given the reactants I[C:2]1[C:10]2[C:5](=[CH:6][CH:7]=[C:8]([NH:11][C:12](=[O:24])[CH:13]([N:19]3[CH2:23][CH2:22][CH2:21][CH2:20]3)[C:14]3[CH:18]=[CH:17][S:16][CH:15]=3)[CH:9]=2)[NH:4][N:3]=1.[CH:25]1([NH:31][C:32]2[CH:37]=[CH:36][C:35](B3OC(C)(C)C(C)(C)O3)=[CH:34][CH:33]=2)[CH2:30][CH2:29][CH2:28][CH2:27][CH2:26]1.C([O-])([O-])=O.[Na+].[Na+], predict the reaction product. The product is: [CH:32]1([NH:31][C:25]2[CH:30]=[CH:29][C:28]([C:2]3[C:10]4[C:5](=[CH:6][CH:7]=[C:8]([NH:11][C:12](=[O:24])[CH:13]([N:19]5[CH2:23][CH2:22][CH2:21][CH2:20]5)[C:14]5[CH:18]=[CH:17][S:16][CH:15]=5)[CH:9]=4)[NH:4][N:3]=3)=[CH:27][CH:26]=2)[CH2:37][CH2:36][CH2:35][CH2:34][CH2:33]1. (2) Given the reactants [Cl:1][C:2]1[CH:3]=[C:4]([CH:26]=[CH:27][C:28]=1[NH:29][C:30](=[O:35])[C:31]([CH3:34])([CH3:33])[CH3:32])[CH2:5][C:6]1[C:7]([CH2:24][CH3:25])=[N:8][N:9]([CH2:13][C@H:14]([NH:16]C(=O)OC(C)(C)C)[CH3:15])[C:10]=1[CH2:11][CH3:12].[ClH:36], predict the reaction product. The product is: [ClH:1].[ClH:36].[NH2:16][C@H:14]([CH3:15])[CH2:13][N:9]1[C:10]([CH2:11][CH3:12])=[C:6]([CH2:5][C:4]2[CH:26]=[CH:27][C:28]([NH:29][C:30](=[O:35])[C:31]([CH3:32])([CH3:34])[CH3:33])=[C:2]([Cl:1])[CH:3]=2)[C:7]([CH2:24][CH3:25])=[N:8]1. (3) Given the reactants [CH2:1]([NH:3][C:4]([C:6]1[CH:28]=[CH:27][C:9]2[N:10]([CH:14]3[CH2:19][CH2:18][N:17]([C:20]([O:22][C:23]([CH3:26])([CH3:25])[CH3:24])=[O:21])[CH2:16][CH2:15]3)[C:11](=[O:13])[NH:12][C:8]=2[CH:7]=1)=[O:5])[CH3:2].[C:29](=O)([O-])[O-].[Cs+].[Cs+].IC, predict the reaction product. The product is: [CH2:1]([NH:3][C:4]([C:6]1[CH:28]=[CH:27][C:9]2[N:10]([CH:14]3[CH2:15][CH2:16][N:17]([C:20]([O:22][C:23]([CH3:24])([CH3:26])[CH3:25])=[O:21])[CH2:18][CH2:19]3)[C:11](=[O:13])[N:12]([CH3:29])[C:8]=2[CH:7]=1)=[O:5])[CH3:2]. (4) Given the reactants Br[C:2]1[CH:11]=[C:10]2[C:5]([CH:6]=[C:7]([NH:41][C:42](=[O:51])[O:43][CH2:44][C:45]3[CH:50]=[CH:49][CH:48]=[CH:47][CH:46]=3)[C:8]([C:12]([NH:14][C:15]3[CH:16]=[N:17][CH:18]=[CH:19][C:20]=3[N:21]3[CH2:26][C@H:25]([CH3:27])[C@H:24]([N:28]4[CH:32]=[CH:31][N:30]=[N:29]4)[C@H:23]([NH:33][C:34]([O:36][C:37]([CH3:40])([CH3:39])[CH3:38])=[O:35])[CH2:22]3)=[O:13])=[N:9]2)=[CH:4][CH:3]=1.[O-]P([O-])([O-])=O.[K+].[K+].[K+].O1CCOCC1.CC1(C)C(C)(C)OB([C:74]2[CH2:75][CH2:76][O:77][CH2:78][CH:79]=2)O1, predict the reaction product. The product is: [CH2:44]([O:43][C:42](=[O:51])[NH:41][C:7]1[C:8]([C:12]([NH:14][C:15]2[CH:16]=[N:17][CH:18]=[CH:19][C:20]=2[N:21]2[CH2:26][C@H:25]([CH3:27])[C@H:24]([N:28]3[CH:32]=[CH:31][N:30]=[N:29]3)[C@H:23]([NH:33][C:34]([O:36][C:37]([CH3:38])([CH3:39])[CH3:40])=[O:35])[CH2:22]2)=[O:13])=[N:9][C:10]2[C:5]([CH:6]=1)=[CH:4][CH:3]=[C:2]([C:74]1[CH2:79][CH2:78][O:77][CH2:76][CH:75]=1)[CH:11]=2)[C:45]1[CH:50]=[CH:49][CH:48]=[CH:47][CH:46]=1. (5) Given the reactants [S:1]1[CH:5]=[CH:4][CH:3]=[C:2]1[N:6]1[CH2:11][CH2:10][CH:9]([C:12]([OH:14])=O)[CH2:8][CH2:7]1.BrC1SC=CC=1.[N:21]1[CH:26]=[CH:25][N:24]=[CH:23][C:22]=1[NH2:27], predict the reaction product. The product is: [N:21]1[CH:26]=[CH:25][N:24]=[CH:23][C:22]=1[NH:27][C:12]([CH:9]1[CH2:8][CH2:7][N:6]([C:2]2[S:1][CH:5]=[CH:4][CH:3]=2)[CH2:11][CH2:10]1)=[O:14]. (6) Given the reactants [Cl:1][C:2]1[CH:12]=[CH:11][C:5]([CH:6]=[CH:7][C:8]([OH:10])=[O:9])=[CH:4][C:3]=1[N+:13]([O-])=O.C(O)C, predict the reaction product. The product is: [Cl:1][C:2]1[CH:12]=[CH:11][C:5]([CH2:6][CH2:7][C:8]([OH:10])=[O:9])=[CH:4][C:3]=1[NH2:13].